The task is: Predict the product of the given reaction.. This data is from Forward reaction prediction with 1.9M reactions from USPTO patents (1976-2016). (1) Given the reactants [CH2:1]([N:8]([CH2:32][C:33]1[CH:38]=[CH:37][CH:36]=[CH:35][CH:34]=1)[CH:9]([CH:13]([O:21][C:22]1[CH:27]=[CH:26][C:25]([F:28])=[CH:24][C:23]=1[N+:29]([O-])=O)[CH2:14][C:15]1[CH:20]=[CH:19][CH:18]=[CH:17][CH:16]=1)[C:10]([OH:12])=[O:11])[C:2]1[CH:7]=[CH:6][CH:5]=[CH:4][CH:3]=1, predict the reaction product. The product is: [NH2:29][C:23]1[CH:24]=[C:25]([F:28])[CH:26]=[CH:27][C:22]=1[O:21][CH:13]([CH2:14][C:15]1[CH:20]=[CH:19][CH:18]=[CH:17][CH:16]=1)[CH:9]([N:8]([CH2:32][C:33]1[CH:38]=[CH:37][CH:36]=[CH:35][CH:34]=1)[CH2:1][C:2]1[CH:7]=[CH:6][CH:5]=[CH:4][CH:3]=1)[C:10]([OH:12])=[O:11]. (2) Given the reactants [CH:1]1[C:13]2[CH2:12][C:11]3[C:6](=[CH:7][CH:8]=[CH:9][CH:10]=3)[C:5]=2[CH:4]=[CH:3][CH:2]=1.[CH3:14][CH2:15][CH2:16][CH2:17][CH2:18][CH3:19].[CH2:20](Br)[CH2:21][CH2:22][CH2:23][CH2:24][CH3:25].O, predict the reaction product. The product is: [CH2:14]([C:12]1([CH2:20][CH2:21][CH2:22][CH2:23][CH2:24][CH3:25])[C:11]2[CH:10]=[CH:9][CH:8]=[CH:7][C:6]=2[C:5]2[C:13]1=[CH:1][CH:2]=[CH:3][CH:4]=2)[CH2:15][CH2:16][CH2:17][CH2:18][CH3:19]. (3) Given the reactants [NH2:1][C:2]1[CH:7]=[CH:6][C:5]([N:8]2[C:16]3[C:11](=[C:12]([O:17][C:18](=[O:20])[CH3:19])[CH:13]=[CH:14][CH:15]=3)[CH:10]=[CH:9]2)=[CH:4][CH:3]=1.[Cl:21][C:22]1[CH:27]=[CH:26][C:25]([N:28]=[C:29]=[O:30])=[CH:24][C:23]=1[C:31]([F:34])([F:33])[F:32], predict the reaction product. The product is: [Cl:21][C:22]1[CH:27]=[CH:26][C:25]([NH:28][C:29](=[O:30])[NH:1][C:2]2[CH:3]=[CH:4][C:5]([N:8]3[C:16]4[C:11](=[C:12]([O:17][C:18](=[O:20])[CH3:19])[CH:13]=[CH:14][CH:15]=4)[CH:10]=[CH:9]3)=[CH:6][CH:7]=2)=[CH:24][C:23]=1[C:31]([F:32])([F:33])[F:34]. (4) The product is: [NH:16]([C:18]1[CH:19]=[CH:20][C:21]([C:24]2[C:25]([CH3:31])=[CH:26][C:27](=[O:30])[NH:28][N:29]=2)=[CH:22][CH:23]=1)[NH2:17]. Given the reactants NC1C=CC(C2C(C)=CC(=O)NN=2)=CC=1.[NH:16]([C:18]1[CH:23]=[CH:22][C:21]([C:24]2[CH:25]([CH3:31])[CH2:26][C:27](=[O:30])[NH:28][N:29]=2)=[CH:20][CH:19]=1)[NH2:17], predict the reaction product.